From a dataset of Full USPTO retrosynthesis dataset with 1.9M reactions from patents (1976-2016). Predict the reactants needed to synthesize the given product. Given the product [Cl:1][C:2]1[CH:9]=[CH:8][C:5]([CH:6]([OH:7])[CH2:10][CH3:11])=[CH:4][CH:3]=1, predict the reactants needed to synthesize it. The reactants are: [Cl:1][C:2]1[CH:9]=[CH:8][C:5]([CH:6]=[O:7])=[CH:4][CH:3]=1.[CH2:10]([Zn]CC)[CH3:11].CCCCCC.[NH4+].[Cl-].Cl.